This data is from Forward reaction prediction with 1.9M reactions from USPTO patents (1976-2016). The task is: Predict the product of the given reaction. Given the reactants [OH:1][NH:2][C:3]([C:5]1[CH:6]=[C:7]([N:11]2[C:17](=[O:18])[CH2:16][C:15](=[O:19])[NH:14][C:13]3[C:20]4[C:25]([CH:26]=[CH:27][C:12]2=3)=[CH:24][CH:23]=[CH:22][CH:21]=4)[CH:8]=[CH:9][CH:10]=1)=[NH:4].C1CCN2C(=NCCC2)CC1.[C:39](N1C=CN=C1)(N1C=CN=C1)=[S:40].Cl, predict the reaction product. The product is: [S:40]=[C:39]1[O:1][N:2]=[C:3]([C:5]2[CH:6]=[C:7]([N:11]3[C:17](=[O:18])[CH2:16][C:15](=[O:19])[NH:14][C:13]4[C:20]5[C:25]([CH:26]=[CH:27][C:12]3=4)=[CH:24][CH:23]=[CH:22][CH:21]=5)[CH:8]=[CH:9][CH:10]=2)[NH:4]1.